From a dataset of Full USPTO retrosynthesis dataset with 1.9M reactions from patents (1976-2016). Predict the reactants needed to synthesize the given product. (1) Given the product [F:1][C:2]1[CH:3]=[C:4]2[C:8](=[CH:9][CH:10]=1)[NH:7][C:6](=[O:11])[C:5]2=[C:32]1[C:27]2[C:28](=[N:29][C:24]([CH:22]=[CH2:23])=[CH:25][CH:26]=2)[CH2:30][O:31]1, predict the reactants needed to synthesize it. The reactants are: [F:1][C:2]1[CH:3]=[C:4]2[C:8](=[CH:9][CH:10]=1)[NH:7][C:6](=[O:11])[CH2:5]2.C[Si]([N-][Si](C)(C)C)(C)C.[Li+].[CH:22]([C:24]1[N:29]=[C:28]2[CH2:30][O:31][C:32](=O)[C:27]2=[CH:26][CH:25]=1)=[CH2:23].Cl. (2) Given the product [C:14]([C:18]1[CH:37]=[CH:36][C:21]([CH2:22][N:23]([CH2:24][CH2:25][N:26]([CH2:34][CH3:35])[C:27]2[CH:28]=[C:29]([CH3:33])[CH:30]=[CH:31][CH:32]=2)[C:11]([C:9]2[CH:10]=[C:2]([Cl:1])[CH:3]=[C:4]3[C:8]=2[NH:7][CH:6]=[CH:5]3)=[O:13])=[CH:20][CH:19]=1)([CH3:16])([CH3:15])[CH3:17], predict the reactants needed to synthesize it. The reactants are: [Cl:1][C:2]1[CH:3]=[C:4]2[C:8](=[C:9]([C:11]([OH:13])=O)[CH:10]=1)[NH:7][CH:6]=[CH:5]2.[C:14]([C:18]1[CH:37]=[CH:36][C:21]([CH2:22][NH:23][CH2:24][CH2:25][N:26]([CH2:34][CH3:35])[C:27]2[CH:28]=[C:29]([CH3:33])[CH:30]=[CH:31][CH:32]=2)=[CH:20][CH:19]=1)([CH3:17])([CH3:16])[CH3:15].CCN=C=NCCCN(C)C.Cl. (3) Given the product [CH3:20][O:19][P:18]([C:2]1[CH:11]=[CH:10][C:5]([C:6]([O:8][CH3:9])=[O:7])=[CH:4][CH:3]=1)([C:12]1[CH:17]=[CH:16][CH:15]=[CH:14][CH:13]=1)=[O:21], predict the reactants needed to synthesize it. The reactants are: Br[C:2]1[CH:11]=[CH:10][C:5]([C:6]([O:8][CH3:9])=[O:7])=[CH:4][CH:3]=1.[C:12]1([P:18]([O:21]C)[O:19][CH3:20])[CH:17]=[CH:16][CH:15]=[CH:14][CH:13]=1. (4) The reactants are: [C:1]1([C:7]#[C:8][C:9]2[CH:10]=[C:11]([C:18]([O-:20])=[O:19])[CH:12]=[C:13]([CH:17]=2)[C:14]([O-:16])=[O:15])[CH:6]=[CH:5][CH:4]=[CH:3][CH:2]=1.[K+].[K+]. Given the product [C:1]1([C:7]#[C:8][C:9]2[CH:10]=[C:11]([C:18]([OH:20])=[O:19])[CH:12]=[C:13]([CH:17]=2)[C:14]([OH:16])=[O:15])[CH:6]=[CH:5][CH:4]=[CH:3][CH:2]=1, predict the reactants needed to synthesize it. (5) Given the product [CH3:15][N:9]1[C:10]2[C:6](=[CH:5][C:4]([N+:1]([O-:3])=[O:2])=[CH:12][CH:11]=2)[CH2:7][CH2:8]1, predict the reactants needed to synthesize it. The reactants are: [N+:1]([C:4]1[CH:5]=[C:6]2[C:10](=[CH:11][CH:12]=1)[NH:9][CH2:8][CH2:7]2)([O-:3])=[O:2].[OH-].[K+].[CH3:15]I.O. (6) Given the product [CH2:21]([O:23][C:14]([C:19]1[C:37]2[C:36](=[CH:41][CH:40]=[CH:39][CH:38]=2)[CH:35]([S:32]([C:26]2[CH:31]=[CH:30][CH:29]=[CH:28][CH:27]=2)(=[O:34])=[O:33])[CH:18]=1)=[O:44])[CH3:20], predict the reactants needed to synthesize it. The reactants are: C1(P([CH:14]2[CH2:19][CH2:18]CCC2)C2CCCCC2)CCCCC1.[CH3:20][C:21](C)([O-:23])C.[Na+].[C:26]1([S:32]([CH2:35][C:36]2[CH:41]=[CH:40][CH:39]=[CH:38][C:37]=2Br)(=[O:34])=[O:33])[CH:31]=[CH:30][CH:29]=[CH:28][CH:27]=1.P([O-])(O)(O)=[O:44].[K+]. (7) Given the product [Cl:33][C:32]1[C:27]([Cl:26])=[C:28]([C:13]2[S:12][C:11]([C:14]3[CH:15]=[CH:16][CH:17]=[C:18]([C:20]([OH:23])([CH3:21])[CH3:22])[N:19]=3)=[N:10][C:9]=2[CH2:8][OH:7])[CH:29]=[CH:30][C:31]=1[S:34]([NH:35][C@@H:36]([CH3:41])[C:37]([F:40])([F:38])[F:39])(=[O:43])=[O:42], predict the reactants needed to synthesize it. The reactants are: C[Si](C)(C)CCOC[O:7][CH2:8][C:9]1[N:10]=[C:11]([C:14]2[N:19]=[C:18]([C:20]([OH:23])([CH3:22])[CH3:21])[CH:17]=[CH:16][CH:15]=2)[S:12][CH:13]=1.[Cl:26][C:27]1[C:32]([Cl:33])=[C:31]([S:34](=[O:43])(=[O:42])[NH:35][C@@H:36]([CH3:41])[C:37]([F:40])([F:39])[F:38])[CH:30]=[CH:29][C:28]=1C1SC(C([O-])=O)=NC=1C(N1CCC(F)CC1)=O.[K+].C([O-])([O-])=O.[K+].[K+].P(C1CCCCC1)(C1CCCCC1)C1CCCCC1.F[B-](F)(F)F.C(O)(C(C)(C)C)=O. (8) The reactants are: [NH2:1][C:2]1[C:6]2[CH:7]=[N:8][C:9]3[CH:10]=[C:11]([OH:17])[C:12]([O:15][CH3:16])=[CH:13][C:14]=3[C:5]=2[S:4][C:3]=1[C:18]([O-:20])=[O:19].Cl.Cl[CH2:23][CH2:24][N:25]1[CH2:30][CH2:29][O:28][CH2:27][CH2:26]1.[C:31]([O-])([O-])=O.[K+].[K+]. Given the product [NH2:1][C:2]1[C:6]2[CH:7]=[N:8][C:9]3[CH:10]=[C:11]([O:17][CH2:23][CH2:24][N:25]4[CH2:30][CH2:29][O:28][CH2:27][CH2:26]4)[C:12]([O:15][CH3:16])=[CH:13][C:14]=3[C:5]=2[S:4][C:3]=1[C:18]([O:20][CH3:31])=[O:19], predict the reactants needed to synthesize it.